This data is from CYP2C19 inhibition data for predicting drug metabolism from PubChem BioAssay. The task is: Regression/Classification. Given a drug SMILES string, predict its absorption, distribution, metabolism, or excretion properties. Task type varies by dataset: regression for continuous measurements (e.g., permeability, clearance, half-life) or binary classification for categorical outcomes (e.g., BBB penetration, CYP inhibition). Dataset: cyp2c19_veith. The drug is Cl.Fc1ccc(CCNCc2ccc(Cl)c(Cl)c2)cc1. The result is 1 (inhibitor).